This data is from Forward reaction prediction with 1.9M reactions from USPTO patents (1976-2016). The task is: Predict the product of the given reaction. (1) Given the reactants [C:1]([O:4][C:5](=[O:7])[CH3:6])(=O)[CH3:2].[Na+].[Na+].O[C:11]1[C:20]([S:21]([O-:24])(=[O:23])=[O:22])=[CH:19][C:18]2[C:13](=CC=[C:16]([S:25]([O-:28])(=[O:27])=[O:26])[CH:17]=2)[CH:12]=1.CC(C)=O, predict the reaction product. The product is: [C:5]([O:4][C:1]1[C:16]([S:25]([OH:28])(=[O:27])=[O:26])=[CH:17][C:18]2[C:13](=[CH:12][CH:11]=[C:20]([S:21]([OH:24])(=[O:23])=[O:22])[CH:19]=2)[CH:2]=1)(=[O:7])[CH3:6]. (2) Given the reactants [C:1]([O:5][C:6](=[O:30])[NH:7][CH:8]1[C:14](=[O:15])[N:13]([CH2:16][C:17]2[CH:22]=[CH:21][C:20]([O:23][CH3:24])=[CH:19][CH:18]=2)[C:12]2[CH:25]=[CH:26][CH:27]=[CH:28][C:11]=2[C:10](Cl)=[N:9]1)([CH3:4])([CH3:3])[CH3:2].[Cl:31][C:32]1[CH:37]=[C:36]([Cl:38])[CH:35]=[C:34]([O:39][CH3:40])[C:33]=1B1OC(C)(C)C(C)(C)O1, predict the reaction product. The product is: [Cl:31][C:32]1[CH:37]=[C:36]([Cl:38])[CH:35]=[C:34]([O:39][CH3:40])[C:33]=1[C:10]1[C:11]2[CH:28]=[CH:27][CH:26]=[CH:25][C:12]=2[N:13]([CH2:16][C:17]2[CH:18]=[CH:19][C:20]([O:23][CH3:24])=[CH:21][CH:22]=2)[C:14](=[O:15])[CH:8]([NH:7][C:6](=[O:30])[O:5][C:1]([CH3:2])([CH3:4])[CH3:3])[N:9]=1. (3) The product is: [F:1][C:2]([F:6])([F:5])[CH2:3][NH:4][C:14](=[O:15])[O:16][C:17]1[CH:18]=[CH:19][C:20]([N+:23]([O-:25])=[O:24])=[CH:21][CH:22]=1. Given the reactants [F:1][C:2]([F:6])([F:5])[CH2:3][NH2:4].N1C=CC=CC=1.Cl[C:14]([O:16][C:17]1[CH:22]=[CH:21][C:20]([N+:23]([O-:25])=[O:24])=[CH:19][CH:18]=1)=[O:15], predict the reaction product. (4) Given the reactants [N:1]([CH2:4][CH2:5][CH2:6][C:7]1[CH:13]=[CH:12][C:10]([NH2:11])=[CH:9][CH:8]=1)=[N+:2]=[N-:3].[C:14]1([C:23]2[CH:28]=[CH:27][CH:26]=[CH:25][CH:24]=2)[C:15]([C:20](O)=[O:21])=[CH:16][CH:17]=[CH:18][CH:19]=1, predict the reaction product. The product is: [N:1]([CH2:4][CH2:5][CH2:6][C:7]1[CH:13]=[CH:12][C:10]([NH:11][C:20]([C:15]2[C:14]([C:23]3[CH:28]=[CH:27][CH:26]=[CH:25][CH:24]=3)=[CH:19][CH:18]=[CH:17][CH:16]=2)=[O:21])=[CH:9][CH:8]=1)=[N+:2]=[N-:3]. (5) The product is: [CH2:13]([N:20]1[C@H:25]2[CH2:24][CH2:23][C@@:22]3([CH:38]=[CH:39][CH2:40][O:41]3)[C@:21]1([C:61]1[CH:62]=[CH:63][CH:64]=[CH:65][CH:66]=1)[CH2:27][C@H:26]2[S:28]([C:31]1[CH:32]=[CH:33][CH:34]=[CH:35][CH:36]=1)(=[O:29])=[O:30])[C:14]1[CH:19]=[CH:18][CH:17]=[CH:16][CH:15]=1. Given the reactants CCOC(/N=N/C(OCC)=O)=O.[CH2:13]([N:20]1[C@@H:25]2[C@H:26]([S:28]([C:31]3[CH:36]=[CH:35][CH:34]=[CH:33][CH:32]=3)(=[O:30])=[O:29])[CH2:27][C@@:21]1(C1C=CC=CC=1)[C@@:22](/[CH:38]=[CH:39]\[CH2:40][OH:41])(O)[CH2:23][CH2:24]2)[C:14]1[CH:19]=[CH:18][CH:17]=[CH:16][CH:15]=1.[C:61]1(P([C:61]2[CH:66]=[CH:65][CH:64]=[CH:63][CH:62]=2)[C:61]2[CH:66]=[CH:65][CH:64]=[CH:63][CH:62]=2)[CH:66]=[CH:65][CH:64]=[CH:63][CH:62]=1, predict the reaction product. (6) Given the reactants [C:1]([C:3]1[N:7]([CH3:8])[C:6]([C:9]([C:11]2[CH:16]=[CH:15][CH:14]=[CH:13][CH:12]=2)=[O:10])=[N:5][CH:4]=1)#[CH:2].[BH4-].[Na+].O, predict the reaction product. The product is: [C:1]([C:3]1[N:7]([CH3:8])[C:6]([CH:9]([C:11]2[CH:16]=[CH:15][CH:14]=[CH:13][CH:12]=2)[OH:10])=[N:5][CH:4]=1)#[CH:2].